Task: Predict the reactants needed to synthesize the given product.. Dataset: Full USPTO retrosynthesis dataset with 1.9M reactions from patents (1976-2016) (1) Given the product [CH2:30]([O:29][C:27](=[O:28])[N:14]([S:15]([CH3:18])(=[O:16])=[O:17])[N:8]1[C:7](=[O:19])[C:6]2[C:11](=[CH:12][C:3]([CH2:1][CH3:2])=[C:4]([C:20]3[N:21]([CH3:25])[N:22]=[CH:23][CH:24]=3)[CH:5]=2)[NH:10][C:9]1=[O:13])[CH3:31], predict the reactants needed to synthesize it. The reactants are: [CH2:1]([C:3]1[CH:12]=[C:11]2[C:6]([C:7](=[O:19])[N:8]([NH:14][S:15]([CH3:18])(=[O:17])=[O:16])[C:9](=[O:13])[NH:10]2)=[CH:5][C:4]=1[C:20]1[N:21]([CH3:25])[N:22]=[CH:23][CH:24]=1)[CH3:2].Cl[C:27]([O:29][CH2:30][CH3:31])=[O:28]. (2) Given the product [C:25]1([C:31](=[N:38][CH2:39][C:40]2([C:55]([NH:65][CH2:64][C:62]3[S:63][C:59]([CH3:58])=[CH:60][CH:61]=3)=[O:56])[CH2:45][CH2:44][N:43]([C:46]3[C:47]4[CH:54]=[CH:53][NH:52][C:48]=4[N:49]=[CH:50][N:51]=3)[CH2:42][CH2:41]2)[C:32]2[CH:37]=[CH:36][CH:35]=[CH:34][CH:33]=2)[CH:30]=[CH:29][CH:28]=[CH:27][CH:26]=1, predict the reactants needed to synthesize it. The reactants are: CN(C(ON1N=NC2C=CC=NC1=2)=[N+](C)C)C.F[P-](F)(F)(F)(F)F.[C:25]1([C:31](=[N:38][CH2:39][C:40]2([C:55](O)=[O:56])[CH2:45][CH2:44][N:43]([C:46]3[C:47]4[CH:54]=[CH:53][NH:52][C:48]=4[N:49]=[CH:50][N:51]=3)[CH2:42][CH2:41]2)[C:32]2[CH:37]=[CH:36][CH:35]=[CH:34][CH:33]=2)[CH:30]=[CH:29][CH:28]=[CH:27][CH:26]=1.[CH3:58][C:59]1[S:63][C:62]([CH2:64][NH2:65])=[CH:61][CH:60]=1.CCN(C(C)C)C(C)C. (3) Given the product [Cl:1][C:2]1[CH:10]=[CH:9][C:8]2[N:7](/[CH:11]=[C:12](/[C:15]3[CH:20]=[CH:19][C:18]([O:21][CH3:22])=[C:17]([F:23])[CH:16]=3)\[CH3:13])[C:6]3[CH2:24][CH2:25][N:26]([CH3:28])[CH2:27][C:5]=3[C:4]=2[CH:3]=1, predict the reactants needed to synthesize it. The reactants are: [Cl:1][C:2]1[CH:10]=[CH:9][C:8]2[N:7]([CH2:11][C:12]([C:15]3[CH:20]=[CH:19][C:18]([O:21][CH3:22])=[C:17]([F:23])[CH:16]=3)(O)[CH3:13])[C:6]3[CH2:24][CH2:25][N:26]([CH3:28])[CH2:27][C:5]=3[C:4]=2[CH:3]=1.S(=O)(=O)(O)O.[OH-].[K+]. (4) Given the product [Cl:7][C:8]1[CH:9]=[CH:10][C:11]2[N:20]([C:21]([C:23]3[CH:40]=[CH:39][C:26]([CH2:27][NH:28][C:29](=[O:38])[CH2:30][CH2:31][CH:32]4[CH2:37][CH2:36][N:35]([C:1](=[O:4])[CH2:2][CH3:3])[CH2:34][CH2:33]4)=[CH:25][C:24]=3[CH3:41])=[O:22])[CH2:19][C:18]3[CH:17]=[N:16][N:15]([CH3:42])[C:14]=3[NH:13][C:12]=2[CH:43]=1, predict the reactants needed to synthesize it. The reactants are: [C:1](Cl)(=[O:4])[CH2:2][CH3:3].Cl.[Cl:7][C:8]1[CH:9]=[CH:10][C:11]2[N:20]([C:21]([C:23]3[CH:40]=[CH:39][C:26]([CH2:27][NH:28][C:29](=[O:38])[CH2:30][CH2:31][CH:32]4[CH2:37][CH2:36][NH:35][CH2:34][CH2:33]4)=[CH:25][C:24]=3[CH3:41])=[O:22])[CH2:19][C:18]3[CH:17]=[N:16][N:15]([CH3:42])[C:14]=3[NH:13][C:12]=2[CH:43]=1. (5) Given the product [C:25]1([CH2:31][C:32]([N:44]2[CH2:49][CH2:48][CH:47]([CH2:50][N:51]3[C:60]4[C:55](=[CH:56][C:57]([C:61]5[CH:62]=[N:63][N:64]([CH:66]6[CH2:71][CH2:70][CH2:69][CH2:68][O:67]6)[CH:65]=5)=[CH:58][CH:59]=4)[CH2:54][CH2:53][CH2:52]3)[CH2:46][CH2:45]2)=[O:34])[CH:26]=[CH:27][CH:28]=[CH:29][CH:30]=1, predict the reactants needed to synthesize it. The reactants are: CN(C(ON1N=NC2C=CC=NC1=2)=[N+](C)C)C.F[P-](F)(F)(F)(F)F.[C:25]1([CH2:31][C:32]([OH:34])=O)[CH:30]=[CH:29][CH:28]=[CH:27][CH:26]=1.CCN(C(C)C)C(C)C.[NH:44]1[CH2:49][CH2:48][CH:47]([CH2:50][N:51]2[C:60]3[C:55](=[CH:56][C:57]([C:61]4[CH:62]=[N:63][N:64]([CH:66]5[CH2:71][CH2:70][CH2:69][CH2:68][O:67]5)[CH:65]=4)=[CH:58][CH:59]=3)[CH2:54][CH2:53][CH2:52]2)[CH2:46][CH2:45]1. (6) Given the product [CH2:6]([O:5][CH:4]([C:14](=[O:19])[C:15]([O:17][CH3:18])=[O:16])[C:3]([O:2][CH3:1])=[O:13])[C:7]1[CH:12]=[CH:11][CH:10]=[CH:9][CH:8]=1, predict the reactants needed to synthesize it. The reactants are: [CH3:1][O:2][C:3](=[O:13])[CH2:4][O:5][CH2:6][C:7]1[CH:12]=[CH:11][CH:10]=[CH:9][CH:8]=1.[C:14](OC)(=[O:19])[C:15]([O:17][CH3:18])=[O:16].[Li+].CC([N-]C(C)C)C. (7) Given the product [N:1]1([C:7]2[C:8]3[N:22]=[N:21][N:20]([CH2:23][CH2:24][N:25]4[CH2:26][CH2:27][N:28]([C:45](=[O:46])[CH2:44][C:38]5[CH:43]=[CH:42][CH:41]=[CH:40][CH:39]=5)[CH2:29][CH2:30]4)[C:9]=3[N:10]=[C:11]([C:13]3[CH:14]=[C:15]([OH:19])[CH:16]=[CH:17][CH:18]=3)[N:12]=2)[CH2:2][CH2:3][O:4][CH2:5][CH2:6]1, predict the reactants needed to synthesize it. The reactants are: [N:1]1([C:7]2[C:8]3[N:22]=[N:21][N:20]([CH2:23][CH2:24][N:25]4[CH2:30][CH2:29][NH:28][CH2:27][CH2:26]4)[C:9]=3[N:10]=[C:11]([C:13]3[CH:14]=[C:15]([OH:19])[CH:16]=[CH:17][CH:18]=3)[N:12]=2)[CH2:6][CH2:5][O:4][CH2:3][CH2:2]1.CCN(CC)CC.[C:38]1([CH2:44][C:45](Cl)=[O:46])[CH:43]=[CH:42][CH:41]=[CH:40][CH:39]=1.